Dataset: Catalyst prediction with 721,799 reactions and 888 catalyst types from USPTO. Task: Predict which catalyst facilitates the given reaction. (1) Reactant: [CH3:1][C:2]1[C:14]([OH:15])=[C:13]([CH3:16])[CH:12]=[C:11]2[C:3]=1[CH:4](O)[CH2:5][C:6]1([O:10]2)[CH2:9][CH2:8][CH2:7]1.C1(S(N)(=O)=O)C=CC=CC=1.S(=O)(=O)(O)O. Product: [CH3:1][C:2]1[C:14]([OH:15])=[C:13]([CH3:16])[CH:12]=[C:11]2[C:3]=1[CH:4]=[CH:5][C:6]1([O:10]2)[CH2:7][CH2:8][CH2:9]1. The catalyst class is: 1. (2) Reactant: [CH2:1]([O:4][C:5]1[CH:6]=[C:7]([O:13][S:14]([C:17]([F:20])([F:19])[F:18])(=[O:16])=[O:15])[CH:8]=[CH:9][C:10]=1[CH:11]=[CH2:12])C=C. Product: [O:4]1[C:5]2[C:10](=[CH:9][CH:8]=[C:7]([O:13][S:14]([C:17]([F:18])([F:19])[F:20])(=[O:15])=[O:16])[CH:6]=2)[CH:11]=[CH:12][CH2:1]1. The catalyst class is: 4. (3) Reactant: [Cl:1][C:2]1[CH:3]=[C:4]([S:8]([CH:11]2[CH2:16][CH2:15][NH:14][CH2:13][CH2:12]2)(=[O:10])=[O:9])[CH:5]=[CH:6][CH:7]=1.Cl[C:18]1[C:23]([C:24]#[N:25])=[CH:22][CH:21]=[CH:20][N:19]=1.CCN(C(C)C)C(C)C. Product: [Cl:1][C:2]1[CH:3]=[C:4]([S:8]([CH:11]2[CH2:16][CH2:15][N:14]([C:18]3[N:19]=[CH:20][CH:21]=[CH:22][C:23]=3[C:24]#[N:25])[CH2:13][CH2:12]2)(=[O:10])=[O:9])[CH:5]=[CH:6][CH:7]=1. The catalyst class is: 12. (4) Reactant: [Cl:1][C:2]1[C:7]([F:8])=[CH:6][CH:5]=[C:4]([Cl:9])[C:3]=1[CH:10]([O:15][Si:16]([CH2:21][CH3:22])([CH2:19][CH3:20])[CH2:17][CH3:18])[CH2:11][N+:12]([O-])=O.[Cl-].[NH4+]. Product: [ClH:1].[Cl:1][C:2]1[C:7]([F:8])=[CH:6][CH:5]=[C:4]([Cl:9])[C:3]=1[CH:10]([O:15][Si:16]([CH2:17][CH3:18])([CH2:21][CH3:22])[CH2:19][CH3:20])[CH2:11][NH2:12]. The catalyst class is: 314. (5) Reactant: [CH3:1][O:2][C:3]1[CH:4]=[C:5]2[C:10](=[CH:11][C:12]=1[O:13][CH3:14])[N:9]=[CH:8][N:7]=[C:6]2[NH:15][C:16]1[CH:21]=[CH:20][C:19]([NH2:22])=[CH:18][C:17]=1[F:23].[O:24]=[C:25]1[CH:29]([C:30](O)=[O:31])[CH2:28][CH2:27][N:26]1[C:33]1[CH:38]=[CH:37][CH:36]=[CH:35][CH:34]=1.CCN(C(C)C)C(C)C.CN(C(ON1N=NC2C=CC=NC1=2)=[N+](C)C)C.F[P-](F)(F)(F)(F)F. Product: [CH3:1][O:2][C:3]1[CH:4]=[C:5]2[C:10](=[CH:11][C:12]=1[O:13][CH3:14])[N:9]=[CH:8][N:7]=[C:6]2[NH:15][C:16]1[CH:21]=[CH:20][C:19]([NH:22][C:30]([CH:29]2[CH2:28][CH2:27][N:26]([C:33]3[CH:38]=[CH:37][CH:36]=[CH:35][CH:34]=3)[C:25]2=[O:24])=[O:31])=[CH:18][C:17]=1[F:23]. The catalyst class is: 31.